Predict the reaction yield, written as a fraction of the theoretical maximum amount of product (1.0 means a 100% yield; for example, 0.34 means a 34% yield). From a dataset of Reaction yield outcomes from USPTO patents with 853,638 reactions. (1) The reactants are [OH-].[Na+].[N+:3]([C:6]1[CH:17]=[CH:16][C:9]([CH2:10][C@@H:11]([C:13]([OH:15])=[O:14])[NH2:12])=[CH:8][CH:7]=1)([O-:5])=[O:4].C(=O)([O-])[O-].[Na+].[Na+].Cl[C:25]([O:27][CH2:28][C:29]1[CH:34]=[CH:33][CH:32]=[CH:31][CH:30]=1)=[O:26]. The catalyst is O. The product is [C:25]([NH:12][C@H:11]([C:13]([OH:15])=[O:14])[CH2:10][C:9]1[CH:8]=[CH:7][C:6]([N+:3]([O-:5])=[O:4])=[CH:17][CH:16]=1)([O:27][CH2:28][C:29]1[CH:34]=[CH:33][CH:32]=[CH:31][CH:30]=1)=[O:26]. The yield is 0.995. (2) The reactants are C(O/[N:5]=[C:6](/[C:8]1[CH:9]=[C:10]([C:15]2([C:18]([O:20][CH3:21])=[O:19])[CH2:17][CH2:16]2)[CH:11]=[CH:12][C:13]=1[OH:14])\[CH3:7])(=O)C.N1C=CC=CC=1.O. The catalyst is CN(C=O)C. The product is [CH3:7][C:6]1[C:8]2[CH:9]=[C:10]([C:15]3([C:18]([O:20][CH3:21])=[O:19])[CH2:17][CH2:16]3)[CH:11]=[CH:12][C:13]=2[O:14][N:5]=1. The yield is 0.820. (3) The reactants are [BrH:1].[CH3:2][N:3]([CH3:19])[C:4]1[CH:9]=[CH:8][C:7]([C:10]2[C:15](N)=[CH:14][CH:13]=[C:12]([O:17][CH3:18])[N:11]=2)=[CH:6][CH:5]=1.N([O-])=O.[Na+].S(OS([O-])=O)([O-])=O.[Na+].[Na+].[OH-].[Na+]. The catalyst is [Cu](Br)Br. The product is [Br:1][C:15]1[C:10]([C:7]2[CH:8]=[CH:9][C:4]([N:3]([CH3:19])[CH3:2])=[CH:5][CH:6]=2)=[N:11][C:12]([O:17][CH3:18])=[CH:13][CH:14]=1. The yield is 0.810.